This data is from Catalyst prediction with 721,799 reactions and 888 catalyst types from USPTO. The task is: Predict which catalyst facilitates the given reaction. (1) Reactant: [BH4-].[Na+].[CH3:3][N:4]1[C:8]([CH3:9])=[C:7]([CH:10]=[O:11])[CH:6]=[N:5]1. The catalyst class is: 5. Product: [CH3:3][N:4]1[C:8]([CH3:9])=[C:7]([CH2:10][OH:11])[CH:6]=[N:5]1. (2) Reactant: C(N(CC)CC)C.[NH2:8][C@@H:9]1[CH2:15][CH2:14][C@@H:13]([C:16]2[CH:21]=[CH:20][CH:19]=[CH:18][CH:17]=2)[CH2:12][N:11]([CH2:22][CH2:23][O:24][CH3:25])[C:10]1=[O:26].Cl[C:28](OC1C=CC([N+]([O-])=O)=CC=1)=[O:29].Cl.Cl.[O:42]=[C:43]1[NH:51][C:46]2=[N:47][CH:48]=[CH:49][CH:50]=[C:45]2[N:44]1[CH:52]1[CH2:57][CH2:56][NH:55][CH2:54][CH2:53]1.C(N(C(C)C)CC)(C)C.C(=O)([O-])[O-].[Na+].[Na+]. Product: [CH3:25][O:24][CH2:23][CH2:22][N:11]1[CH2:12][C@H:13]([C:16]2[CH:17]=[CH:18][CH:19]=[CH:20][CH:21]=2)[CH2:14][CH2:15][C@@H:9]([NH:8][C:28]([N:55]2[CH2:56][CH2:57][CH:52]([N:44]3[C:45]4[C:46](=[N:47][CH:48]=[CH:49][CH:50]=4)[NH:51][C:43]3=[O:42])[CH2:53][CH2:54]2)=[O:29])[C:10]1=[O:26]. The catalyst class is: 217. (3) Reactant: Cl.[N:2]1([CH2:8][C:9]([O:11][CH2:12][CH3:13])=[O:10])[CH2:7][CH2:6][NH:5][CH2:4][CH2:3]1.[Cl:14][C:15]1[CH:16]=[CH:17][C:18]([O:42][CH:43]([F:45])[F:44])=[C:19]([C:21]2[C:25]([NH:26][C:27]([C:29]3[CH:30]=[N:31][N:32]4[CH:37]=[CH:36][CH:35]=[N:34][C:33]=34)=[O:28])=[CH:24][N:23]([CH2:38][C:39](O)=[O:40])[N:22]=2)[CH:20]=1.CCN(C(C)C)C(C)C.CN(C(ON1N=NC2C=CC=NC1=2)=[N+](C)C)C.F[P-](F)(F)(F)(F)F. Product: [Cl:14][C:15]1[CH:16]=[CH:17][C:18]([O:42][CH:43]([F:45])[F:44])=[C:19]([C:21]2[C:25]([NH:26][C:27]([C:29]3[CH:30]=[N:31][N:32]4[CH:37]=[CH:36][CH:35]=[N:34][C:33]=34)=[O:28])=[CH:24][N:23]([CH2:38][C:39]([N:5]3[CH2:6][CH2:7][N:2]([CH2:8][C:9]([O:11][CH2:12][CH3:13])=[O:10])[CH2:3][CH2:4]3)=[O:40])[N:22]=2)[CH:20]=1. The catalyst class is: 3. (4) Reactant: [CH2:1]([O:3]C([Sn](CCCC)(CCCC)CCCC)=C)[CH3:2].Br[C:20]1[C:30]2[N:29]3[CH2:31][CH2:32][CH2:33][C@@H:34]([NH:35][C:36](=[O:41])[C:37]([F:40])([F:39])[F:38])[C@H:28]3[C:27]3[CH:42]=[CH:43][CH:44]=[CH:45][C:26]=3[O:25][C:24]=2[CH:23]=[CH:22][CH:21]=1.Cl.O. Product: [C:1]([C:20]1[C:30]2[N:29]3[CH2:31][CH2:32][CH2:33][C@@H:34]([NH:35][C:36](=[O:41])[C:37]([F:38])([F:39])[F:40])[C@H:28]3[C:27]3[CH:42]=[CH:43][CH:44]=[CH:45][C:26]=3[O:25][C:24]=2[CH:23]=[CH:22][CH:21]=1)(=[O:3])[CH3:2]. The catalyst class is: 747. (5) Reactant: C([O:8][C:9]1[C:10](=[O:16])[N:11]([CH3:15])[CH:12]=[CH:13][CH:14]=1)C1C=CC=CC=1.[H][H]. Product: [OH:8][C:9]1[C:10](=[O:16])[N:11]([CH3:15])[CH:12]=[CH:13][CH:14]=1. The catalyst class is: 43.